This data is from Peptide-MHC class I binding affinity with 185,985 pairs from IEDB/IMGT. The task is: Regression. Given a peptide amino acid sequence and an MHC pseudo amino acid sequence, predict their binding affinity value. This is MHC class I binding data. The peptide sequence is WFREDRSPV. The MHC is HLA-A02:06 with pseudo-sequence HLA-A02:06. The binding affinity (normalized) is 0.0847.